This data is from Forward reaction prediction with 1.9M reactions from USPTO patents (1976-2016). The task is: Predict the product of the given reaction. (1) Given the reactants [CH:1]1([O:4][C@H:5]2[CH2:9][N:8](C(OCC3C=CC=CC=3)=O)[C@H:7]([CH2:20][OH:21])[CH2:6]2)[CH2:3][CH2:2]1, predict the reaction product. The product is: [CH:1]1([O:4][C@H:5]2[CH2:9][NH:8][C@H:7]([CH2:20][OH:21])[CH2:6]2)[CH2:3][CH2:2]1. (2) The product is: [CH2:36]([O:35][CH2:34][C@H:25]1[C@H:24]([CH2:22][OH:23])[CH2:33][CH2:32][C:27]2([O:28][CH2:29][CH2:30][O:31]2)[CH2:26]1)[C:37]1[CH:42]=[CH:41][CH:40]=[CH:39][CH:38]=1. Given the reactants C(S)C1C=CC=CC=1.C([C@@H]1COC(=O)N1[C:22]([C@@H:24]1[CH2:33][CH2:32][C:27]2([O:31][CH2:30][CH2:29][O:28]2)[CH2:26][C@H:25]1[CH2:34][O:35][CH2:36][C:37]1[CH:42]=[CH:41][CH:40]=[CH:39][CH:38]=1)=[O:23])C1C=CC=CC=1.[H-].[H-].[H-].[H-].[Li+].[Al+3], predict the reaction product. (3) Given the reactants [Br:1][C:2]1[N:7]2[N:8]=[C:9]([CH3:11])[N:10]=[C:6]2[C:5]([N:12]2[CH2:17][CH2:16][NH:15][CH2:14][CH2:13]2)=[N:4][CH:3]=1.[CH2:18](Cl)Cl.C=O.C([O-])(O)=O.[Na+], predict the reaction product. The product is: [Br:1][C:2]1[N:7]2[N:8]=[C:9]([CH3:11])[N:10]=[C:6]2[C:5]([N:12]2[CH2:17][CH2:16][N:15]([CH3:18])[CH2:14][CH2:13]2)=[N:4][CH:3]=1. (4) Given the reactants [F:1][C:2]([F:16])([F:15])[C:3]1[N:4]=[C:5]([C:8]2[CH:13]=[CH:12][CH:11]=[CH:10][C:9]=2[NH2:14])[NH:6][CH:7]=1.[Cl:17][C:18]1[N:23]=[C:22](Cl)[C:21]([Cl:25])=[CH:20][N:19]=1.[Cl-].[NH4+], predict the reaction product. The product is: [Cl:17][C:18]1[N:23]=[C:22]([NH:14][C:9]2[CH:10]=[CH:11][CH:12]=[CH:13][C:8]=2[C:5]2[NH:6][CH:7]=[C:3]([C:2]([F:1])([F:15])[F:16])[N:4]=2)[C:21]([Cl:25])=[CH:20][N:19]=1.